Dataset: Forward reaction prediction with 1.9M reactions from USPTO patents (1976-2016). Task: Predict the product of the given reaction. (1) Given the reactants [CH3:1][O:2][C:3]1[CH:4]=[C:5]([CH2:23][OH:24])[CH:6]=[CH:7][C:8]=1[O:9][CH2:10][C:11]1[N:12]=[C:13]([N:17]2[CH2:22][CH2:21][CH2:20][CH2:19][CH2:18]2)[S:14][C:15]=1[CH3:16].O[C:26]1[C:30]([CH:31]=[O:32])=[CH:29][N:28]([C:33]2[CH:38]=[CH:37][CH:36]=[CH:35][CH:34]=2)[N:27]=1.C(P(CCCC)CCCC)CCC.N(C(N1CCCCC1)=O)=NC(N1CCCCC1)=O, predict the reaction product. The product is: [CH3:1][O:2][C:3]1[CH:4]=[C:5]([CH:6]=[CH:7][C:8]=1[O:9][CH2:10][C:11]1[N:12]=[C:13]([N:17]2[CH2:18][CH2:19][CH2:20][CH2:21][CH2:22]2)[S:14][C:15]=1[CH3:16])[CH2:23][O:24][C:26]1[C:30]([CH:31]=[O:32])=[CH:29][N:28]([C:33]2[CH:34]=[CH:35][CH:36]=[CH:37][CH:38]=2)[N:27]=1. (2) Given the reactants [F:1][C:2]1[CH:3]=[C:4]([C:8]([N+:12]([O-:14])=[O:13])=[CH:9][C:10]=1[F:11])[C:5](O)=[O:6].CO, predict the reaction product. The product is: [F:11][C:10]1[C:2]([F:1])=[CH:3][C:4]([CH2:5][OH:6])=[C:8]([N+:12]([O-:14])=[O:13])[CH:9]=1. (3) Given the reactants [CH:1]12[CH2:6][CH:5]1[CH2:4][N:3]([C:7]1[N:12]=[C:11]([NH:13][CH2:14][C:15]3[CH:20]=[CH:19][C:18]([O:21][CH3:22])=[C:17]([Cl:23])[CH:16]=3)[C:10]([C:24]([OH:26])=O)=[CH:9][N:8]=1)[CH2:2]2.[OH:27][C@H:28]1[CH2:33][CH2:32][C@H:31]([NH2:34])[CH2:30][CH2:29]1.CN(C(ON1N=NC2C=CC=NC1=2)=[N+](C)C)C.F[P-](F)(F)(F)(F)F.CCN(C(C)C)C(C)C, predict the reaction product. The product is: [CH:1]12[CH2:6][CH:5]1[CH2:4][N:3]([C:7]1[N:12]=[C:11]([NH:13][CH2:14][C:15]3[CH:20]=[CH:19][C:18]([O:21][CH3:22])=[C:17]([Cl:23])[CH:16]=3)[C:10]([C:24]([NH:34][C@H:31]3[CH2:32][CH2:33][C@H:28]([OH:27])[CH2:29][CH2:30]3)=[O:26])=[CH:9][N:8]=1)[CH2:2]2.